Task: Predict which catalyst facilitates the given reaction.. Dataset: Catalyst prediction with 721,799 reactions and 888 catalyst types from USPTO (1) Reactant: Br[CH2:2][CH2:3][CH2:4][O:5][C:6]1[C:11]([Cl:12])=[CH:10][C:9]([O:13][CH2:14][CH:15]=[C:16]([Cl:18])[Cl:17])=[CH:8][C:7]=1[Cl:19].[C:20]([OH:28])(=[O:27])[C:21]1[CH:26]=[CH:25][CH:24]=[CH:23][CH:22]=1.CN(C)C=O.C(=O)([O-])[O-].[K+].[K+]. Product: [Cl:19][C:7]1[CH:8]=[C:9]([O:13][CH2:14][CH:15]=[C:16]([Cl:18])[Cl:17])[CH:10]=[C:11]([Cl:12])[C:6]=1[O:5][CH2:4][CH2:3][CH2:2][O:28][C:20](=[O:27])[C:21]1[CH:26]=[CH:25][CH:24]=[CH:23][CH:22]=1. The catalyst class is: 6. (2) Reactant: B(F)(F)F.CCOCC.[F:10][C:11]1[CH:16]=[CH:15][C:14]([CH2:17][C:18]([C:20]2[CH:25]=[CH:24][CH:23]=[C:22]([CH3:26])[N:21]=2)=O)=[CH:13][CH:12]=1.[NH2:27][N:28]1[C@@H:32]([CH2:33][O:34][CH2:35][C:36]2[CH:41]=[CH:40][CH:39]=[CH:38][CH:37]=2)[CH2:31][CH2:30][C:29]1=[O:42]. Product: [CH2:35]([O:34][CH2:33][C@@H:32]1[N:28]([N:27]=[C:18]([C:20]2[CH:25]=[CH:24][CH:23]=[C:22]([CH3:26])[N:21]=2)[CH2:17][C:14]2[CH:15]=[CH:16][C:11]([F:10])=[CH:12][CH:13]=2)[C:29](=[O:42])[CH2:30][CH2:31]1)[C:36]1[CH:37]=[CH:38][CH:39]=[CH:40][CH:41]=1. The catalyst class is: 7. (3) Reactant: Cl[C:2]1[C:11]2=[N:12][N:13](CC3C=CC(OC)=CC=3)[CH:14]=[C:10]2[C:9]2[CH:8]=[C:7]([O:24][CH3:25])[CH:6]=[CH:5][C:4]=2[N:3]=1.C(OC([N:33]1[CH2:38][CH2:37][N:36]([CH2:39][CH2:40][O:41][C:42]2[CH:47]=[CH:46][CH:45]=[C:44]([NH2:48])[CH:43]=2)[CH2:35][CH2:34]1)=O)(C)(C)C.Cl. Product: [CH3:25][O:24][C:7]1[CH:6]=[CH:5][C:4]2[N:3]=[C:2]([NH:48][C:44]3[CH:45]=[CH:46][CH:47]=[C:42]([O:41][CH2:40][CH2:39][N:36]4[CH2:35][CH2:34][NH:33][CH2:38][CH2:37]4)[CH:43]=3)[C:11]3=[N:12][NH:13][CH:14]=[C:10]3[C:9]=2[CH:8]=1. The catalyst class is: 71. (4) Reactant: [C:1]([O:5][C:6]([NH:8][CH2:9][C@H:10]1[CH2:15][CH2:14][C@H:13]([C:16]([NH:18][C@H:19]([C:37]([NH:39][C:40]2[CH:45]=[CH:44][C:43]([C:46]3[NH:50][C:49]([C:51]([F:59])([F:58])[C:52]([C:55]([OH:57])=[O:56])([F:54])[F:53])=[N:48][N:47]=3)=[CH:42][CH:41]=2)=[O:38])[CH2:20][C:21]2[CH:26]=[CH:25][C:24]([C:27]3[CH:32]=[CH:31][C:30]([C:33](O)=[O:34])=[CH:29][C:28]=3[CH3:36])=[CH:23][CH:22]=2)=[O:17])[CH2:12][CH2:11]1)=[O:7])([CH3:4])([CH3:3])[CH3:2].[CH3:60][NH:61][CH:62]1[CH2:67][CH2:66][N:65]([CH3:68])[CH2:64][CH2:63]1.C(N(CC)C(C)C)(C)C.F[P-](F)(F)(F)(F)F.CN(C(ON1C2=NC=CC=C2N=N1)=[N+](C)C)C. Product: [C:1]([O:5][C:6]([NH:8][CH2:9][C@H:10]1[CH2:11][CH2:12][C@H:13]([C:16]([NH:18][C@@H:19]([CH2:20][C:21]2[CH:22]=[CH:23][C:24]([C:27]3[CH:32]=[CH:31][C:30]([C:33](=[O:34])[N:61]([CH3:60])[CH:62]4[CH2:67][CH2:66][N:65]([CH3:68])[CH2:64][CH2:63]4)=[CH:29][C:28]=3[CH3:36])=[CH:25][CH:26]=2)[C:37]([NH:39][C:40]2[CH:41]=[CH:42][C:43]([C:46]3[NH:50][C:49]([C:51]([F:58])([F:59])[C:52]([F:53])([F:54])[C:55]([OH:57])=[O:56])=[N:48][N:47]=3)=[CH:44][CH:45]=2)=[O:38])=[O:17])[CH2:14][CH2:15]1)=[O:7])([CH3:4])([CH3:3])[CH3:2]. The catalyst class is: 9. (5) Reactant: [NH2:1][C:2]1[CH:10]=[CH:9][C:8]([N+:11]([O-:13])=[O:12])=[CH:7][C:3]=1[C:4]([NH2:6])=[O:5].C(N(CC)CC)C.Cl[C:22](=[O:28])[C:23]([O:25][CH2:26][CH3:27])=[O:24].Cl. Product: [NH2:6][C:4]([C:3]1[CH:7]=[C:8]([N+:11]([O-:13])=[O:12])[CH:9]=[CH:10][C:2]=1[NH:1][C:22](=[O:28])[C:23]([O:25][CH2:26][CH3:27])=[O:24])=[O:5]. The catalyst class is: 1.